Dataset: Full USPTO retrosynthesis dataset with 1.9M reactions from patents (1976-2016). Task: Predict the reactants needed to synthesize the given product. Given the product [N+:11]([CH:10]1[CH2:19][CH:18]=[CH:16][CH2:23][CH:9]1[C:6]1[CH:7]=[CH:8][CH:3]=[CH:4][CH:5]=1)([O-:13])=[O:12], predict the reactants needed to synthesize it. The reactants are: CO[C:3]1[CH:8]=[CH:7][C:6](/[CH:9]=[CH:10]/[N+:11]([O-:13])=[O:12])=[CH:5][C:4]=1OC.[C:16]1([CH:23]=CC(O)=[CH:19][CH:18]=1)O.C=CC=C.